From a dataset of Forward reaction prediction with 1.9M reactions from USPTO patents (1976-2016). Predict the product of the given reaction. Given the reactants [CH:1]1([CH2:4][O:5][C:6]2[CH:7]=[C:8]([CH:13]=[CH:14][C:15]=2[NH:16][S:17]([CH:20]=[CH2:21])(=[O:19])=[O:18])[C:9]([O:11][CH3:12])=[O:10])[CH2:3][CH2:2]1.[CH3:22][NH:23][CH3:24], predict the reaction product. The product is: [CH:1]1([CH2:4][O:5][C:6]2[CH:7]=[C:8]([CH:13]=[CH:14][C:15]=2[NH:16][S:17]([CH2:20][CH2:21][N:23]([CH3:24])[CH3:22])(=[O:19])=[O:18])[C:9]([O:11][CH3:12])=[O:10])[CH2:2][CH2:3]1.